Dataset: Forward reaction prediction with 1.9M reactions from USPTO patents (1976-2016). Task: Predict the product of the given reaction. (1) Given the reactants [OH:1][CH:2]([CH2:16][C:17]1[CH:22]=[CH:21][CH:20]=[CH:19][CH:18]=1)[CH2:3]/[CH:4]=[CH:5]/[C:6]1[CH:15]=[CH:14][CH:13]=[CH:12][C:7]=1[C:8]([O:10][CH3:11])=[O:9], predict the reaction product. The product is: [OH:1][CH:2]([CH2:16][C:17]1[CH:22]=[CH:21][CH:20]=[CH:19][CH:18]=1)[CH2:3][CH2:4][CH2:5][C:6]1[CH:15]=[CH:14][CH:13]=[CH:12][C:7]=1[C:8]([O:10][CH3:11])=[O:9]. (2) Given the reactants Cl.Cl.[C:3]1([CH:9]([C:16]2[CH:21]=[CH:20][CH:19]=[CH:18][CH:17]=2)[N:10]2[CH2:13][CH:12]([NH:14][NH2:15])[CH2:11]2)[CH:8]=[CH:7][CH:6]=[CH:5][CH:4]=1.[Cl:22][C:23]1[CH:24]=[CH:25][C:26]([OH:36])=[C:27]([C:29](=O)/[CH:30]=[CH:31]/N(C)C)[CH:28]=1, predict the reaction product. The product is: [Cl:22][C:23]1[CH:24]=[CH:25][C:26]([OH:36])=[C:27]([C:29]2[N:14]([CH:12]3[CH2:13][N:10]([CH:9]([C:3]4[CH:4]=[CH:5][CH:6]=[CH:7][CH:8]=4)[C:16]4[CH:21]=[CH:20][CH:19]=[CH:18][CH:17]=4)[CH2:11]3)[N:15]=[CH:31][CH:30]=2)[CH:28]=1. (3) Given the reactants [F:1][C:2]1[C:11]2[CH2:10][N:9]([C@H:12]([CH:16]([CH3:18])[CH3:17])[C:13]([OH:15])=O)[C:8](=[O:19])[C:7]3=[CH:20][NH:21][C:5]([C:6]=23)=[N:4][CH:3]=1.C1C=[C:26]2[N:28]=N[N:30](O)[C:25]2=[CH:24]C=1.O.CCN=C=NCCCN(C)C.Cl.Cl.NC(C)C#N.CN1CCOCC1, predict the reaction product. The product is: [C:26]([CH:25]([NH:30][C:13](=[O:15])[C@H:12]([N:9]1[C:8](=[O:19])[C:7]2=[CH:20][NH:21][C:5]3[C:6]2=[C:11]([C:2]([F:1])=[CH:3][N:4]=3)[CH2:10]1)[CH:16]([CH3:18])[CH3:17])[CH3:24])#[N:28]. (4) Given the reactants [C:1]1([CH2:11][C:12]([OH:14])=[O:13])[CH:6]=[CH:5][C:4]([CH2:7][C:8]([OH:10])=[O:9])=[CH:3][CH:2]=1.[C:15](Cl)(=O)[CH3:16].[CH2:19](O)[CH3:20], predict the reaction product. The product is: [C:1]1([CH2:11][C:12]([O:14][CH2:15][CH3:16])=[O:13])[CH:2]=[CH:3][C:4]([CH2:7][C:8]([O:10][CH2:19][CH3:20])=[O:9])=[CH:5][CH:6]=1. (5) Given the reactants P(Cl)(OCC)(OCC)=O.C[Si](C)(C)N[Si](C)(C)C.[Li].[C:20]1([S:26]([CH2:29][F:30])(=[O:28])=[O:27])[CH:25]=[CH:24][CH:23]=[CH:22][CH:21]=1.[CH3:31]/[C:32](/[CH:39]=O)=[CH:33]\[C:34]([O:36][CH2:37][CH3:38])=[O:35], predict the reaction product. The product is: [CH2:37]([O:36][C:34](=[O:35])[CH:33]=[C:32]([CH3:39])[CH:31]=[C:29]([S:26]([C:20]1[CH:21]=[CH:22][CH:23]=[CH:24][CH:25]=1)(=[O:28])=[O:27])[F:30])[CH3:38]. (6) Given the reactants [Cl:1][C:2]1[CH:7]=[CH:6][CH:5]=[CH:4][C:3]=1[CH2:8][CH2:9][NH2:10].[CH:11]1([CH:14]=O)[CH2:13][CH2:12]1, predict the reaction product. The product is: [Cl:1][C:2]1[CH:7]=[CH:6][CH:5]=[CH:4][C:3]=1[CH2:8][CH2:9][NH:10][CH2:14][CH:11]1[CH2:13][CH2:12]1. (7) Given the reactants [C:1]([O:5][C:6]([NH:8][C@@H:9]([CH2:21]OS(C)(=O)=O)[CH2:10][C:11]([O:13][CH2:14][C:15]1[CH:20]=[CH:19][CH:18]=[CH:17][CH:16]=1)=[O:12])=[O:7])([CH3:4])([CH3:3])[CH3:2].[NH:27]([CH3:29])[CH3:28], predict the reaction product. The product is: [C:1]([O:5][C:6]([NH:8][C@@H:9]([CH2:21][N:27]([CH3:29])[CH3:28])[CH2:10][C:11]([O:13][CH2:14][C:15]1[CH:20]=[CH:19][CH:18]=[CH:17][CH:16]=1)=[O:12])=[O:7])([CH3:4])([CH3:3])[CH3:2]. (8) Given the reactants Cl.[F:2][C:3]1[CH:8]=[CH:7][C:6](/[CH:9]=[C:10]2/[C:11](=[O:22])[N:12]=[C:13]([N:15]3[CH2:20][CH2:19][NH:18][CH2:17][C@@H:16]3[CH3:21])[S:14]/2)=[C:5]([OH:23])[CH:4]=1.Br[CH:25]([OH:27])[CH3:26], predict the reaction product. The product is: [F:2][C:3]1[CH:8]=[CH:7][C:6](/[CH:9]=[C:10]2/[C:11](=[O:22])[N:12]=[C:13]([N:15]3[CH2:20][CH2:19][N:18]([CH2:26][CH2:25][OH:27])[CH2:17][C@@H:16]3[CH3:21])[S:14]/2)=[C:5]([OH:23])[CH:4]=1. (9) Given the reactants C(OC(=O)[NH:7][CH:8]1[CH2:13][CH2:12][N:11]([C:14]2[C:15]3[S:22][CH:21]=[CH:20][C:16]=3[N:17]=[CH:18][N:19]=2)[CH2:10][CH2:9]1)(C)(C)C.C(O)(C(F)(F)F)=O, predict the reaction product. The product is: [N:17]1[C:16]2[CH:20]=[CH:21][S:22][C:15]=2[C:14]([N:11]2[CH2:10][CH2:9][CH:8]([NH2:7])[CH2:13][CH2:12]2)=[N:19][CH:18]=1.